This data is from Full USPTO retrosynthesis dataset with 1.9M reactions from patents (1976-2016). The task is: Predict the reactants needed to synthesize the given product. (1) Given the product [NH2:10][C@@:9]1([C:4]2[CH:5]=[CH:6][C:7]([F:8])=[C:2]([Cl:1])[C:3]=2[F:38])[CH2:16][O:15][C@H:14]([CH2:17][O:18][C:19]([C:20]2[CH:25]=[CH:24][CH:23]=[CH:22][CH:21]=2)([C:26]2[CH:31]=[CH:30][CH:29]=[CH:28][CH:27]=2)[C:32]2[CH:37]=[CH:36][CH:35]=[CH:34][CH:33]=2)[C@H:13]1[CH2:12][OH:11], predict the reactants needed to synthesize it. The reactants are: [Cl:1][C:2]1[C:3]([F:38])=[C:4]([C@:9]23[CH2:16][O:15][C@H:14]([CH2:17][O:18][C:19]([C:32]4[CH:37]=[CH:36][CH:35]=[CH:34][CH:33]=4)([C:26]4[CH:31]=[CH:30][CH:29]=[CH:28][CH:27]=4)[C:20]4[CH:25]=[CH:24][CH:23]=[CH:22][CH:21]=4)[C@H:13]2[CH2:12][O:11][NH:10]3)[CH:5]=[CH:6][C:7]=1[F:8]. (2) Given the product [C:1]1([C:23]2[CH:24]=[CH:25][CH:26]=[CH:27][CH:28]=2)[CH:2]=[CH:3][C:4]([CH2:7][C@@H:8]([NH:15][C:16]([O:18][C:19]([CH3:22])([CH3:20])[CH3:21])=[O:17])[CH2:9][C@@H:10]([CH3:14])[C:11]([OH:13])=[O:12])=[CH:5][CH:6]=1, predict the reactants needed to synthesize it. The reactants are: [C:1]1([C:23]2[CH:28]=[CH:27][CH:26]=[CH:25][CH:24]=2)[CH:6]=[CH:5][C:4]([CH2:7][C@@H:8]([NH:15][C:16]([O:18][C:19]([CH3:22])([CH3:21])[CH3:20])=[O:17])[CH2:9][C:10](=[CH2:14])[C:11]([OH:13])=[O:12])=[CH:3][CH:2]=1.[H][H]. (3) Given the product [CH:46]([N:45]1[CH2:5][CH2:6][N:1]([C:7]2[CH:8]=[CH:9][C:10]([NH:13][C:14]3[C:15]4[N:16]([N:32]=[CH:33][N:34]=4)[C:17]([C:20]4[C:21]5[CH:28]=[CH:27][CH:26]=[C:25]([C:29]([NH2:31])=[O:30])[C:22]=5[S:23][CH:24]=4)=[CH:18][N:19]=3)=[CH:11][CH:12]=2)[CH2:2][CH2:3]1)([CH3:51])[CH3:47], predict the reactants needed to synthesize it. The reactants are: [N:1]1([C:7]2[CH:12]=[CH:11][C:10]([NH:13][C:14]3[C:15]4[N:16]([N:32]=[CH:33][N:34]=4)[C:17]([C:20]4[C:21]5[CH:28]=[CH:27][CH:26]=[C:25]([C:29]([NH2:31])=[O:30])[C:22]=5[S:23][CH:24]=4)=[CH:18][N:19]=3)=[CH:9][CH:8]=2)[CH2:6][CH2:5]O[CH2:3][CH2:2]1.BrC1N2N=CN=C2C([NH:45][C:46]2[CH:51]=[CH:51][C:46]([N:45]3CCN(C(C)C)CC3)=[CH:47][CH:47]=2)=NC=1.